Task: Predict the reaction yield, written as a fraction of the theoretical maximum amount of product (1.0 means a 100% yield; for example, 0.34 means a 34% yield).. Dataset: Reaction yield outcomes from USPTO patents with 853,638 reactions (1) The reactants are [C:1]1([C:7]2[N:11]=[C:10]([N:12]3[CH2:17][CH2:16][NH:15][CH2:14][CH2:13]3)[S:9][N:8]=2)[CH:6]=[CH:5][CH:4]=[CH:3][CH:2]=1.C(N(CC)CC)C.[F:25][C:26]([F:37])([F:36])[C:27]1[CH:28]=[C:29]([N:33]=[C:34]=[O:35])[CH:30]=[CH:31][CH:32]=1. The catalyst is O1CCCC1. The product is [C:1]1([C:7]2[N:11]=[C:10]([N:12]3[CH2:17][CH2:16][N:15]([C:34]([NH:33][C:29]4[CH:30]=[CH:31][CH:32]=[C:27]([C:26]([F:25])([F:36])[F:37])[CH:28]=4)=[O:35])[CH2:14][CH2:13]3)[S:9][N:8]=2)[CH:2]=[CH:3][CH:4]=[CH:5][CH:6]=1. The yield is 0.157. (2) The reactants are [Br:1][C:2]1[C:3]([F:12])=[C:4]2[C:10]([NH2:11])=[CH:9][NH:8][C:5]2=[N:6][CH:7]=1.[CH3:13][O:14][C@@H:15]([CH3:19])[C:16](N)=[O:17].C1N(P(Cl)(N2C(=O)OCC2)=O)C(=O)OC1.C(N(CC)CC)C. The catalyst is C(Cl)Cl.CC#N.O.O. The product is [Br:1][C:2]1[C:3]([F:12])=[C:4]2[C:10]([NH:11][C:16](=[O:17])[C@@H:15]([O:14][CH3:13])[CH3:19])=[CH:9][NH:8][C:5]2=[N:6][CH:7]=1. The yield is 0.870. (3) The reactants are [C:1]1([CH:7]2[C:12]3[C:13]([C:16]([O:18]CC)=[O:17])=[N:14][O:15][C:11]=3[CH2:10][CH2:9][N:8]2[C:21]([O:23][C:24]([CH3:27])([CH3:26])[CH3:25])=[O:22])[CH:6]=[CH:5][CH:4]=[CH:3][CH:2]=1.O[Li].O. The catalyst is C(O)C.O. The product is [C:24]([O:23][C:21]([N:8]1[CH2:9][CH2:10][C:11]2[O:15][N:14]=[C:13]([C:16]([OH:18])=[O:17])[C:12]=2[CH:7]1[C:1]1[CH:6]=[CH:5][CH:4]=[CH:3][CH:2]=1)=[O:22])([CH3:27])([CH3:25])[CH3:26]. The yield is 1.00. (4) The reactants are [NH2:1][C:2]1[CH:3]=[C:4]([CH2:8][CH2:9][OH:10])[CH:5]=[CH:6][CH:7]=1.[CH3:11][C:12]1[S:13][C:14]([C:18](O)=[O:19])=[C:15]([CH3:17])[N:16]=1.Cl.CN(C)CCCN=C=NCC.ON1C2C=CC=CC=2N=N1. The catalyst is CN(C=O)C. The product is [OH:10][CH2:9][CH2:8][C:4]1[CH:3]=[C:2]([NH:1][C:18]([C:14]2[S:13][C:12]([CH3:11])=[N:16][C:15]=2[CH3:17])=[O:19])[CH:7]=[CH:6][CH:5]=1. The yield is 0.730. (5) The reactants are [CH2:1]([O:8][C:9]([N:11]1[CH2:16][CH:15]=[C:14](OS(C(F)(F)F)(=O)=O)[CH2:13][CH2:12]1)=[O:10])[C:2]1[CH:7]=[CH:6][CH:5]=[CH:4][CH:3]=1.C(OC(N1CCC(=O)CC1)=O)C1C=CC=CC=1.Cl[C:43]1[C:52]2[C:47](=[CH:48][CH:49]=[CH:50][CH:51]=2)[N:46]=[CH:45][N:44]=1.[Cl-].[Li+]. The catalyst is C1C=CC([P]([Pd]([P](C2C=CC=CC=2)(C2C=CC=CC=2)C2C=CC=CC=2)([P](C2C=CC=CC=2)(C2C=CC=CC=2)C2C=CC=CC=2)[P](C2C=CC=CC=2)(C2C=CC=CC=2)C2C=CC=CC=2)(C2C=CC=CC=2)C2C=CC=CC=2)=CC=1.O1CCOCC1. The product is [CH2:1]([O:8][C:9]([N:11]1[CH2:16][CH:15]=[C:14]([C:43]2[C:52]3[C:47](=[CH:48][CH:49]=[CH:50][CH:51]=3)[N:46]=[CH:45][N:44]=2)[CH2:13][CH2:12]1)=[O:10])[C:2]1[CH:7]=[CH:6][CH:5]=[CH:4][CH:3]=1. The yield is 0.730. (6) The reactants are CC(C[AlH]CC(C)C)C.C[O:11][C:12](=O)[C:13]1[CH:18]=[CH:17][CH:16]=[C:15]([N+:19]([O-:21])=[O:20])[C:14]=1[F:22].CO.[C@H](O)(C([O-])=O)[C@@H](O)C([O-])=O.[Na+].[K+]. The catalyst is C1(C)C=CC=CC=1.C(OCC)(=O)C. The product is [F:22][C:14]1[C:15]([N+:19]([O-:21])=[O:20])=[CH:16][CH:17]=[CH:18][C:13]=1[CH2:12][OH:11]. The yield is 0.950. (7) The reactants are CC([Si](C)(C)O[CH2:7][C:8]1[CH:13]=[CH:12][C:11]([C:14]2[CH:19]=[C:18]([O:20][CH3:21])[CH:17]=[CH:16][C:15]=2[F:22])=[C:10]([C:23]([OH:30])([CH:27]([CH3:29])[CH3:28])[CH:24]([CH3:26])[CH3:25])[CH:9]=1)(C)C.CN(C=O)C.S(Cl)([Cl:40])=O. The catalyst is C(Cl)Cl. The product is [Cl:40][CH2:7][C:8]1[CH:13]=[CH:12][C:11]([C:14]2[CH:19]=[C:18]([O:20][CH3:21])[CH:17]=[CH:16][C:15]=2[F:22])=[C:10]([C:23]([OH:30])([CH:27]([CH3:29])[CH3:28])[CH:24]([CH3:26])[CH3:25])[CH:9]=1. The yield is 1.00. (8) The reactants are [Cl:1][C:2]1[CH:7]=[N:6][NH:5][C:4](=[O:8])[CH:3]=1.[O:9]1[CH:14]=[CH:13][CH2:12][CH2:11][CH2:10]1.C1(C)C=CC(S(O)(=O)=O)=CC=1.C(=O)([O-])[O-].[Na+].[Na+]. The catalyst is O1CCCC1. The product is [Cl:1][C:2]1[CH:7]=[N:6][N:5]([CH:10]2[CH2:11][CH2:12][CH2:13][CH2:14][O:9]2)[C:4](=[O:8])[CH:3]=1. The yield is 0.590. (9) The reactants are [Cl:1][C:2]1[CH:3]=[C:4]([C:9]2[CH:10]=[C:11]([CH2:15]O)[CH:12]=[N:13][CH:14]=2)[CH:5]=[CH:6][C:7]=1[Cl:8].S(Cl)([Cl:19])=O. No catalyst specified. The product is [ClH:1].[Cl:19][CH2:15][C:11]1[CH:12]=[N:13][CH:14]=[C:9]([C:4]2[CH:5]=[CH:6][C:7]([Cl:8])=[C:2]([Cl:1])[CH:3]=2)[CH:10]=1. The yield is 0.980. (10) The reactants are [CH3:1][O:2][C:3](=[O:20])[C:4]1[CH:9]=[C:8]([F:10])[CH:7]=[CH:6][C:5]=1B1OC(C)(C)C(C)(C)O1.Cl[C:22]1[N:27]=[CH:26][CH:25]=[CH:24][N:23]=1.C(=O)([O-])[O-].[Na+].[Na+]. The catalyst is O. The product is [CH3:1][O:2][C:3](=[O:20])[C:4]1[CH:9]=[C:8]([F:10])[CH:7]=[CH:6][C:5]=1[C:22]1[N:27]=[CH:26][CH:25]=[CH:24][N:23]=1. The yield is 0.350.